Dataset: Catalyst prediction with 721,799 reactions and 888 catalyst types from USPTO. Task: Predict which catalyst facilitates the given reaction. (1) Reactant: Cl.[CH:2]1([NH:7][NH2:8])[CH2:6][CH2:5][CH2:4][CH2:3]1.N/[C:10](/[CH3:14])=[CH:11]\[C:12]#[N:13]. Product: [CH:2]1([N:7]2[C:12]([NH2:13])=[CH:11][C:10]([CH3:14])=[N:8]2)[CH2:6][CH2:5][CH2:4][CH2:3]1. The catalyst class is: 8. (2) Reactant: [CH3:1][O:2][C:3]1[CH:8]=[CH:7][C:6]([C:9]2[S:13][C:12]([C:14]([NH:16][C@H:17]([C:22]([O:24]C)=[O:23])[CH2:18][CH2:19][CH2:20][CH3:21])=[O:15])=[C:11]([NH:26][C:27]([NH:29][C:30]3[C:35]([CH3:36])=[CH:34][C:33]([CH3:37])=[CH:32][C:31]=3[CH3:38])=[O:28])[CH:10]=2)=[CH:5][CH:4]=1.[OH-].[Li+]. Product: [CH3:1][O:2][C:3]1[CH:8]=[CH:7][C:6]([C:9]2[S:13][C:12]([C:14]([NH:16][C@H:17]([C:22]([OH:24])=[O:23])[CH2:18][CH2:19][CH2:20][CH3:21])=[O:15])=[C:11]([NH:26][C:27]([NH:29][C:30]3[C:31]([CH3:38])=[CH:32][C:33]([CH3:37])=[CH:34][C:35]=3[CH3:36])=[O:28])[CH:10]=2)=[CH:5][CH:4]=1. The catalyst class is: 1. (3) Reactant: [Br:1][C:2]1[CH:7]=[CH:6][C:5]([NH:8][C:9]([C:11]2[S:12][CH:13]=[CH:14][CH:15]=2)=[O:10])=[C:4]([C:16]2NN=N[N:17]=2)[CH:3]=1.[N-]=[N+]=[N-].[Na+].Cl.C(N(CC)CC)C. Product: [Br:1][C:2]1[CH:7]=[CH:6][C:5]([NH:8][C:9]([C:11]2[S:12][CH:13]=[CH:14][CH:15]=2)=[O:10])=[C:4]([C:16]#[N:17])[CH:3]=1. The catalyst class is: 11. (4) Reactant: [C:1]([C:4]1[N:9]=[N:8][C:7]([NH:10][C@@H:11]2[CH2:16][CH2:15][CH2:14][CH2:13][C@@H:12]2[NH:17]C(=O)OC(C)(C)C)=[CH:6][C:5]=1[NH:25][C:26]1[CH:31]=[C:30]([CH3:32])[CH:29]=[C:28]([CH:33]([CH3:35])[CH3:34])[N:27]=1)(=[O:3])[NH2:2].FC(F)(F)C(O)=O. Product: [NH2:17][C@H:12]1[CH2:13][CH2:14][CH2:15][CH2:16][C@H:11]1[NH:10][C:7]1[N:8]=[N:9][C:4]([C:1]([NH2:2])=[O:3])=[C:5]([NH:25][C:26]2[CH:31]=[C:30]([CH3:32])[CH:29]=[C:28]([CH:33]([CH3:35])[CH3:34])[N:27]=2)[CH:6]=1. The catalyst class is: 4. (5) Reactant: [NH:1]1[CH2:6][CH2:5][S:4][CH2:3][CH2:2]1.[C:7](Cl)([Cl:9])=[O:8]. Product: [N:1]1([C:7]([Cl:9])=[O:8])[CH2:6][CH2:5][S:4][CH2:3][CH2:2]1. The catalyst class is: 11. (6) Reactant: [N:1]1([C:5]([C:7]2[N:12]=[CH:11][C:10]([O:13][C:14]3[CH:15]=[C:16]([CH:31]=[C:32]([C:34](=[O:43])[NH:35][C:36]4[CH:41]=[N:40][C:39]([CH3:42])=[CH:38][N:37]=4)[CH:33]=3)[O:17][CH:18]([CH2:24][CH2:25]OS(C)(=O)=O)[C:19](OCC)=[O:20])=[CH:9][CH:8]=2)=[O:6])[CH2:4][CH2:3][CH2:2]1.[Na+].[I-].[CH:46]1([NH2:49])[CH2:48][CH2:47]1. Product: [N:1]1([C:5]([C:7]2[N:12]=[CH:11][C:10]([O:13][C:14]3[CH:33]=[C:32]([CH:31]=[C:16]([O:17][C@@H:18]4[CH2:24][CH2:25][N:49]([CH:46]5[CH2:48][CH2:47]5)[C:19]4=[O:20])[CH:15]=3)[C:34]([NH:35][C:36]3[CH:41]=[N:40][C:39]([CH3:42])=[CH:38][N:37]=3)=[O:43])=[CH:9][CH:8]=2)=[O:6])[CH2:4][CH2:3][CH2:2]1. The catalyst class is: 10.